From a dataset of Forward reaction prediction with 1.9M reactions from USPTO patents (1976-2016). Predict the product of the given reaction. Given the reactants [Cl:1][C:2]1[CH:7]=[CH:6][C:5]([CH:8]([C:27]2[CH:32]=[CH:31][C:30]([Cl:33])=[CH:29][CH:28]=2)[N:9]2[CH2:14][CH2:13][N:12]([C:15]([O:17][CH:18]([C:23]([O:25]C)=[O:24])[C:19]([F:22])([F:21])[F:20])=[O:16])[CH2:11][CH2:10]2)=[CH:4][CH:3]=1.O1CCOCC1.[OH-].[Na+], predict the reaction product. The product is: [Cl:1][C:2]1[CH:7]=[CH:6][C:5]([CH:8]([C:27]2[CH:28]=[CH:29][C:30]([Cl:33])=[CH:31][CH:32]=2)[N:9]2[CH2:10][CH2:11][N:12]([C:15]([O:17][CH:18]([C:19]([F:22])([F:21])[F:20])[C:23]([OH:25])=[O:24])=[O:16])[CH2:13][CH2:14]2)=[CH:4][CH:3]=1.